Dataset: Full USPTO retrosynthesis dataset with 1.9M reactions from patents (1976-2016). Task: Predict the reactants needed to synthesize the given product. Given the product [C:4]1([CH2:3][C@H:2]([NH:1][C:15](=[O:24])[CH2:16][CH2:17][C:18]2[CH:23]=[CH:22][CH:21]=[CH:20][CH:19]=2)[C:10]([OH:12])=[O:11])[CH:9]=[CH:8][CH:7]=[CH:6][CH:5]=1, predict the reactants needed to synthesize it. The reactants are: [NH2:1][C@H:2]([C:10]([OH:12])=[O:11])[CH2:3][C:4]1[CH:9]=[CH:8][CH:7]=[CH:6][CH:5]=1.[OH-].[Na+].[C:15](Cl)(=[O:24])[CH2:16][CH2:17][C:18]1[CH:23]=[CH:22][CH:21]=[CH:20][CH:19]=1.Cl.